From a dataset of Full USPTO retrosynthesis dataset with 1.9M reactions from patents (1976-2016). Predict the reactants needed to synthesize the given product. (1) Given the product [S:1]=[C:2]1[NH:6][C:5]2[CH:7]=[CH:8][C:9]([C:11]([OH:13])=[O:12])=[CH:10][C:4]=2[O:3]1, predict the reactants needed to synthesize it. The reactants are: [S:1]=[C:2]1[NH:6][C:5]2[CH:7]=[CH:8][C:9]([C:11]([O:13]C)=[O:12])=[CH:10][C:4]=2[O:3]1.[OH-].[K+].O1CCCC1.CO. (2) Given the product [NH2:20][C:18]1[CH:17]=[CH:16][C:3]([O:4][C:5]2[CH:6]=[C:7]([C:11]3([C:14]#[N:15])[CH2:12][CH2:13]3)[CH:8]=[CH:9][CH:10]=2)=[C:2]([CH3:1])[CH:19]=1, predict the reactants needed to synthesize it. The reactants are: [CH3:1][C:2]1[CH:19]=[C:18]([N+:20]([O-])=O)[CH:17]=[CH:16][C:3]=1[O:4][C:5]1[CH:6]=[C:7]([C:11]2([C:14]#[N:15])[CH2:13][CH2:12]2)[CH:8]=[CH:9][CH:10]=1.[Cl-].[Ca+2].[Cl-].C(O)C. (3) Given the product [CH3:26][S:27]([O:1][CH:2]([C:5]1[CH:6]=[CH:7][C:8]([C:11]2[CH:18]=[CH:17][CH:16]=[CH:15][C:12]=2[C:13]#[N:14])=[CH:9][N:10]=1)[CH2:3][CH3:4])(=[O:29])=[O:28], predict the reactants needed to synthesize it. The reactants are: [OH:1][CH:2]([C:5]1[N:10]=[CH:9][C:8]([C:11]2[CH:18]=[CH:17][CH:16]=[CH:15][C:12]=2[C:13]#[N:14])=[CH:7][CH:6]=1)[CH2:3][CH3:4].C(N(CC)CC)C.[CH3:26][S:27](Cl)(=[O:29])=[O:28].